From a dataset of Full USPTO retrosynthesis dataset with 1.9M reactions from patents (1976-2016). Predict the reactants needed to synthesize the given product. (1) Given the product [Cl:17][C:18]1[N:19]=[CH:20][C:21]([CH2:24][O:14][CH:11]2[CH2:12][CH2:13][N:8]([C:6]([O:5][C:1]([CH3:4])([CH3:2])[CH3:3])=[O:7])[CH2:9][CH2:10]2)=[CH:22][CH:23]=1, predict the reactants needed to synthesize it. The reactants are: [C:1]([O:5][C:6]([N:8]1[CH2:13][CH2:12][CH:11]([OH:14])[CH2:10][CH2:9]1)=[O:7])([CH3:4])([CH3:3])[CH3:2].[H-].[Na+].[Cl:17][C:18]1[CH:23]=[CH:22][C:21]([CH2:24]Cl)=[CH:20][N:19]=1.CCCCCCC. (2) Given the product [CH3:1][C:2]([CH3:14])([CH3:13])[CH2:3][C:4]([C:6]1[CH:7]=[CH:8][C:9]([CH3:12])=[CH:10][CH:11]=1)=[O:5], predict the reactants needed to synthesize it. The reactants are: [CH3:1][C:2]([CH3:14])([CH3:13])[CH2:3][CH:4]([C:6]1[CH:11]=[CH:10][C:9]([CH3:12])=[CH:8][CH:7]=1)[OH:5]. (3) Given the product [C:9]([O:13][C:14]([N:16]1[CH2:21][CH2:20][N:19]([CH2:22][C:23]2[N:28]3[CH:29]=[C:30]([F:33])[CH:31]=[CH:32][C:27]3=[N:26][N:25]=2)[CH2:18][CH2:17]1)=[O:15])([CH3:12])([CH3:11])[CH3:10], predict the reactants needed to synthesize it. The reactants are: ClC(Cl)(Cl)C(Cl)(Cl)Cl.[C:9]([O:13][C:14]([N:16]1[CH2:21][CH2:20][N:19]([CH2:22][C:23]([NH:25][NH:26][C:27]2[CH:32]=[CH:31][C:30]([F:33])=[CH:29][N:28]=2)=O)[CH2:18][CH2:17]1)=[O:15])([CH3:12])([CH3:11])[CH3:10].C1(P(C2C=CC=CC=2)C2C=CC=CC=2)C=CC=CC=1.C(N(CC)CC)C. (4) Given the product [Br:8][C:4]1[CH:3]=[C:2]([N:17]2[CH2:18][CH:15]([O:14][C:13]3[CH:12]=[CH:11][C:10]([F:9])=[CH:20][CH:19]=3)[CH2:16]2)[CH:7]=[CH:6][CH:5]=1, predict the reactants needed to synthesize it. The reactants are: Br[C:2]1[CH:7]=[CH:6][CH:5]=[C:4]([Br:8])[CH:3]=1.[F:9][C:10]1[CH:20]=[CH:19][C:13]([O:14][CH:15]2[CH2:18][NH:17][CH2:16]2)=[CH:12][CH:11]=1.C1(C)C=CC=CC=1.C(=O)([O-])[O-].[Cs+].[Cs+].C1C=CC(P(C2C(C3C(P(C4C=CC=CC=4)C4C=CC=CC=4)=CC=C4C=3C=CC=C4)=C3C(C=CC=C3)=CC=2)C2C=CC=CC=2)=CC=1. (5) Given the product [Cl:1][C:2]1[CH:3]=[C:4]([CH:10]=[N:13][OH:14])[C:5](=[O:9])[N:6]([CH3:8])[N:7]=1, predict the reactants needed to synthesize it. The reactants are: [Cl:1][C:2]1[CH:3]=[C:4]([CH:10]=O)[C:5](=[O:9])[N:6]([CH3:8])[N:7]=1.Cl.[NH2:13][OH:14]. (6) The reactants are: Br[C:2]1[CH:9]=[CH:8][C:5]([CH:6]=[O:7])=[CH:4][CH:3]=1.[C:10]([O:14][CH2:15][CH3:16])(=[O:13])[CH:11]=[CH2:12].CC1C=CC=CC=1P(C1C=CC=CC=1C)C1C=CC=CC=1C.C(N(CC)CC)C.[NH4+].[Cl-]. Given the product [CH:6]([C:5]1[CH:8]=[CH:9][C:2](/[CH:12]=[CH:11]/[C:10]([O:14][CH2:15][CH3:16])=[O:13])=[CH:3][CH:4]=1)=[O:7], predict the reactants needed to synthesize it.